Dataset: Catalyst prediction with 721,799 reactions and 888 catalyst types from USPTO. Task: Predict which catalyst facilitates the given reaction. (1) Reactant: [OH-].[Na+].[C:3]([O:7][C:8]([NH:10][C@@H:11]1[CH2:16][CH2:15][CH2:14][N:13]([C:17]2[C:31]([CH2:32][C:33]3[CH:38]=[CH:37][CH:36]=[CH:35][C:34]=3[Cl:39])=[C:20]3[C:21](=[O:30])[N:22]([CH3:29])[C:23]([C:25]([O:27]C)=[O:26])=[CH:24][N:19]3[N:18]=2)[CH2:12]1)=[O:9])([CH3:6])([CH3:5])[CH3:4].S([O-])(O)(=O)=O.[Na+]. Product: [C:3]([O:7][C:8]([NH:10][C@@H:11]1[CH2:16][CH2:15][CH2:14][N:13]([C:17]2[C:31]([CH2:32][C:33]3[CH:38]=[CH:37][CH:36]=[CH:35][C:34]=3[Cl:39])=[C:20]3[C:21](=[O:30])[N:22]([CH3:29])[C:23]([C:25]([OH:27])=[O:26])=[CH:24][N:19]3[N:18]=2)[CH2:12]1)=[O:9])([CH3:6])([CH3:4])[CH3:5]. The catalyst class is: 12. (2) Reactant: [OH:1][C:2]1[CH:7]=[CH:6][C:5]([O:8][C:9]2[CH:14]=[CH:13][CH:12]=[CH:11][CH:10]=2)=[CH:4][C:3]=1[C:15](=[O:17])[CH3:16].[O:18]1[CH2:23][CH2:22][CH2:21][C:20](=O)[CH2:19]1.N1CCCC1. Product: [O:8]([C:5]1[CH:4]=[C:3]2[C:2](=[CH:7][CH:6]=1)[O:1][C:20]1([CH2:21][CH2:22][CH2:23][O:18][CH2:19]1)[CH2:16][C:15]2=[O:17])[C:9]1[CH:14]=[CH:13][CH:12]=[CH:11][CH:10]=1. The catalyst class is: 11.